This data is from Catalyst prediction with 721,799 reactions and 888 catalyst types from USPTO. The task is: Predict which catalyst facilitates the given reaction. (1) Reactant: C[N:2](C)[CH:3]=[CH:4][C:5]([C:7]1[C:12](=[O:13])[CH:11]=[CH:10][N:9]([C:14]2[CH:19]=[CH:18][C:17]([S:20]([CH3:23])(=[O:22])=[O:21])=[CH:16][CH:15]=2)[N:8]=1)=O.[C:25]1([NH:31]N)[CH:30]=[CH:29][CH:28]=[CH:27][CH:26]=1. Product: [CH3:23][S:20]([C:17]1[CH:18]=[CH:19][C:14]([N:9]2[CH:10]=[CH:11][C:12](=[O:13])[C:7]([C:5]3[N:31]([C:25]4[CH:30]=[CH:29][CH:28]=[CH:27][CH:26]=4)[N:2]=[CH:3][CH:4]=3)=[N:8]2)=[CH:15][CH:16]=1)(=[O:22])=[O:21]. The catalyst class is: 5. (2) Reactant: [CH2:1]([OH:5])[CH2:2][CH2:3][CH3:4].[Na].Br[C:8]1[N:15]=[C:14]([NH2:16])[CH:13]=[C:12]([NH2:17])[C:9]=1[C:10]#[N:11]. Product: [NH2:17][C:12]1[C:9]([C:10]#[N:11])=[C:8]([O:5][CH2:1][CH2:2][CH2:3][CH3:4])[N:15]=[C:14]([NH2:16])[CH:13]=1. The catalyst class is: 11. (3) Reactant: [C:1]([O:5][C:6]([N:8]1[CH2:15][CH2:14][CH:13]2[CH:10]([NH:11][CH2:12]2)[CH2:9]1)=[O:7])([CH3:4])([CH3:3])[CH3:2].[CH3:16][C:17]1[CH:22]=[C:21]([CH3:23])[CH:20]=[CH:19][C:18]=1[S:24](Cl)(=[O:26])=[O:25].C(N(C(C)C)CC)(C)C. Product: [C:1]([O:5][C:6]([N:8]1[CH2:15][CH2:14][CH:13]2[CH:10]([N:11]([S:24]([C:18]3[CH:19]=[CH:20][C:21]([CH3:23])=[CH:22][C:17]=3[CH3:16])(=[O:26])=[O:25])[CH2:12]2)[CH2:9]1)=[O:7])([CH3:4])([CH3:2])[CH3:3]. The catalyst class is: 2.